This data is from Reaction yield outcomes from USPTO patents with 853,638 reactions. The task is: Predict the reaction yield, written as a fraction of the theoretical maximum amount of product (1.0 means a 100% yield; for example, 0.34 means a 34% yield). The reactants are [Cl:1][CH2:2][CH2:3][CH2:4][CH:5]1[S:10](=[O:12])(=[O:11])[N:9]([C:13]2[CH:18]=[CH:17][CH:16]=[CH:15][C:14]=2[F:19])[C:8]2[CH:20]=[CH:21][CH:22]=[CH:23][C:7]=2[CH2:6]1.[CH3:24][NH2:25]. The catalyst is C(O)C. The product is [ClH:1].[F:19][C:14]1[CH:15]=[CH:16][CH:17]=[CH:18][C:13]=1[N:9]1[C:8]2[CH:20]=[CH:21][CH:22]=[CH:23][C:7]=2[CH2:6][CH:5]([CH2:4][CH2:3][CH2:2][NH:25][CH3:24])[S:10]1(=[O:12])=[O:11]. The yield is 1.00.